This data is from Catalyst prediction with 721,799 reactions and 888 catalyst types from USPTO. The task is: Predict which catalyst facilitates the given reaction. (1) Reactant: [OH:1][C:2]1[CH:7]=[CH:6][CH:5]=[CH:4][C:3]=1[C:8]([C:10]1[CH:15]=[CH:14][C:13]([O:16][CH3:17])=[CH:12][CH:11]=1)=O.C[Si](Cl)(C)C.C([BH3-])#N.[Na+]. Product: [CH3:17][O:16][C:13]1[CH:14]=[CH:15][C:10]([CH2:8][C:3]2[CH:4]=[CH:5][CH:6]=[CH:7][C:2]=2[OH:1])=[CH:11][CH:12]=1. The catalyst class is: 245. (2) Reactant: [C:1]12([O:8][C:7]3[CH:9]=[CH:10][C:11]([C:13]4([C:16]([O:18]C)=[O:17])[CH2:15][CH2:14]4)=[CH:12][C:6]=3[O:5]1)[CH2:4][CH2:3][CH2:2]2.[Li+].[OH-].Cl. Product: [C:1]12([O:8][C:7]3[CH:9]=[CH:10][C:11]([C:13]4([C:16]([OH:18])=[O:17])[CH2:15][CH2:14]4)=[CH:12][C:6]=3[O:5]1)[CH2:2][CH2:3][CH2:4]2. The catalyst class is: 20. (3) Reactant: [F:1][C:2]1[CH:8]=[CH:7][C:5]([NH2:6])=[CH:4][CH:3]=1.[CH:9]([C:11]1[N:12]=[CH:13][NH:14][CH:15]=1)=O.C(O[BH-](OC(=O)C)OC(=O)C)(=O)C.[Na+].C(O)(=O)C. Product: [F:1][C:2]1[CH:8]=[CH:7][C:5]([NH:6][CH2:9][C:11]2[N:12]=[CH:13][NH:14][CH:15]=2)=[CH:4][CH:3]=1. The catalyst class is: 26. (4) Reactant: [CH:1]1[C:2]([C:10]([O:12][CH2:13][CH3:14])=[O:11])=[CH:3][N:4]2[C:9]=1[CH:8]=[CH:7][CH:6]=[CH:5]2.F[B-](F)(F)F.C1(P(C2CCCC2)C2CCCC2)CCCC1.C([O-])([O-])=O.[Cs+].[Cs+].Cl[C:43]1[CH:48]=[CH:47][CH:46]=[CH:45][C:44]=1[F:49]. Product: [F:49][C:44]1[CH:45]=[CH:46][CH:47]=[CH:48][C:43]=1[C:3]1[N:4]2[C:9]([CH:8]=[CH:7][CH:6]=[CH:5]2)=[CH:1][C:2]=1[C:10]([O:12][CH2:13][CH3:14])=[O:11]. The catalyst class is: 718. (5) Reactant: [N:1]1[CH:6]=[CH:5][CH:4]=[CH:3][C:2]=1[C:7]1[C:11]([C:12]([F:15])([F:14])[F:13])=[C:10]([C:16]([O:18]CC)=[O:17])[O:9][N:8]=1.O.[OH-].[Li+].Cl. Product: [N:1]1[CH:6]=[CH:5][CH:4]=[CH:3][C:2]=1[C:7]1[C:11]([C:12]([F:14])([F:15])[F:13])=[C:10]([C:16]([OH:18])=[O:17])[O:9][N:8]=1. The catalyst class is: 24. (6) Reactant: C(O[C:4](=[O:16])[CH:5]([N:11]=[CH:12][N:13](C)C)[C:6]([O:8][CH2:9][CH3:10])=[O:7])C.[NH2:17]N. Product: [CH2:9]([O:8][C:6]([CH:5]1[C:4](=[O:16])[NH:17][N:13]=[CH:12][NH:11]1)=[O:7])[CH3:10]. The catalyst class is: 8. (7) Reactant: [NH2:1][C@:2]12[C@@H:7]([C:8]3[CH:13]=[CH:12][CH:11]=[CH:10][CH:9]=3)[C@H:6]1[CH2:5][O:4][C:3]2=[O:14].[F:15][C:16]([F:32])([F:31])[C:17]1[O:21][N:20]=[C:19]([C:22]2[S:26][C:25]([S:27](Cl)(=[O:29])=[O:28])=[CH:24][CH:23]=2)[CH:18]=1. Product: [O:14]=[C:3]1[O:4][CH2:5][C@H:6]2[C@:2]1([NH:1][S:27]([C:25]1[S:26][C:22]([C:19]3[CH:18]=[C:17]([C:16]([F:15])([F:31])[F:32])[O:21][N:20]=3)=[CH:23][CH:24]=1)(=[O:28])=[O:29])[C@H:7]2[C:8]1[CH:13]=[CH:12][CH:11]=[CH:10][CH:9]=1. The catalyst class is: 17.